From a dataset of Catalyst prediction with 721,799 reactions and 888 catalyst types from USPTO. Predict which catalyst facilitates the given reaction. (1) Reactant: Cl.[CH2:2]([O:4][C:5]([NH:7][C:8]1([CH2:14][N:15]2[CH2:20][CH2:19][N:18]([S:21]([C:24]3[CH:33]=[CH:32][C:31]4[C:26](=[CH:27][CH:28]=[C:29]([Cl:34])[CH:30]=4)[CH:25]=3)(=[O:23])=[O:22])[CH2:17][C:16]2=[O:35])[CH2:13][CH2:12][NH:11][CH2:10][CH2:9]1)=[O:6])[CH3:3].Cl.Cl[C:38]1[CH:43]=[CH:42][N:41]=[CH:40][CH:39]=1.C(N(CC)CC)C. Product: [Cl:34][C:29]1[CH:30]=[C:31]2[C:26](=[CH:27][CH:28]=1)[CH:25]=[C:24]([S:21]([N:18]1[CH2:19][CH2:20][N:15]([CH2:14][C:8]3([NH:7][C:5]([O:4][CH2:2][CH3:3])=[O:6])[CH2:13][CH2:12][N:11]([C:38]4[CH:43]=[CH:42][N:41]=[CH:40][CH:39]=4)[CH2:10][CH2:9]3)[C:16](=[O:35])[CH2:17]1)(=[O:22])=[O:23])[CH:33]=[CH:32]2. The catalyst class is: 8. (2) Reactant: [F:1][C:2]1[CH:24]=[CH:23][CH:22]=[C:21]([F:25])[C:3]=1[C:4]([NH:6][C:7]1[C:16]2[C:11](=[CH:12][CH:13]=[CH:14][CH:15]=2)[C:10]([S:17](Cl)(=[O:19])=[O:18])=[CH:9][CH:8]=1)=[O:5].[N:26]([CH:29]([CH3:31])C)=[C:27]=[O:28]. Product: [C:27]([N:26]1[CH2:29][CH2:31][CH:4]([NH:6][S:17]([C:10]2[C:11]3[C:16](=[CH:15][CH:14]=[CH:13][CH:12]=3)[C:7]([NH:6][C:4](=[O:5])[C:3]3[C:2]([F:1])=[CH:24][CH:23]=[CH:22][C:21]=3[F:25])=[CH:8][CH:9]=2)(=[O:19])=[O:18])[CH2:3][CH2:2]1)(=[O:28])[CH2:8][CH2:7][CH3:16]. The catalyst class is: 66. (3) Reactant: [CH:1]1[C:10]2[C:5](=[CH:6][CH:7]=[CH:8][CH:9]=2)[CH:4]=[CH:3][C:2]=1[C:11]1[C:19]2[C:14](=[N:15][CH:16]=[N:17][C:18]=2[NH2:20])[NH:13][N:12]=1.[C:21]([O-])([O-])=O.[K+].[K+].[CH2:27](Br)[CH:28]([CH3:30])[CH3:29].O. Product: [CH2:21]([N:13]1[C:14]2=[N:15][CH:16]=[N:17][C:18]([NH2:20])=[C:19]2[C:11]([C:2]2[CH:3]=[CH:4][C:5]3[C:10](=[CH:9][CH:8]=[CH:7][CH:6]=3)[CH:1]=2)=[N:12]1)[CH2:27][CH:28]([CH3:30])[CH3:29]. The catalyst class is: 3. (4) Reactant: [O:1]=[C:2]([CH3:8])/[CH:3]=[CH:4]/[C:5]([OH:7])=[O:6].[Br-:9].[Br-].[Br-].C(CC[P+](C1C=CC=CC=1)(C1C=CC=CC=1)C1C=CC=CC=1)(O)=O.C(CC[P+](C1C=CC=CC=1)(C1C=CC=CC=1)C1C=CC=CC=1)(O)=O.C(CC[P+](C1C=CC=CC=1)(C1C=CC=CC=1)C1C=CC=CC=1)(O)=O. The catalyst class is: 1. Product: [Br:9][CH2:8][C:2](=[O:1])/[CH:3]=[CH:4]/[C:5]([OH:7])=[O:6]. (5) Reactant: C(NC(C)C)(C)C.C([Li])CCC.[Cl:13][C:14]1[C:15]2[C:22]([I:23])=[CH:21][N:20]([CH2:24][O:25][CH2:26][CH2:27][Si:28]([CH3:31])([CH3:30])[CH3:29])[C:16]=2[N:17]=[CH:18][N:19]=1.[CH:32](OCC)=[O:33]. Product: [Cl:13][C:14]1[C:15]2[C:22]([I:23])=[C:21]([CH:32]=[O:33])[N:20]([CH2:24][O:25][CH2:26][CH2:27][Si:28]([CH3:31])([CH3:30])[CH3:29])[C:16]=2[N:17]=[CH:18][N:19]=1. The catalyst class is: 7. (6) Reactant: OC(C(F)(F)F)=O.[NH2:8][C@H:9]1[CH2:14][CH2:13][CH2:12][CH2:11][C@H:10]1[NH:15][C:16]1[CH:17]=[C:18](Br)[C:19]([C:22]#[N:23])=[N:20][CH:21]=1.[NH2:25][C:26]1[CH:31]=[CH:30][CH:29]=[C:28]([CH2:32][CH3:33])[N:27]=1.CC1(C)C2C(=C(P(C3C=CC=CC=3)C3C=CC=CC=3)C=CC=2)OC2C(P(C3C=CC=CC=3)C3C=CC=CC=3)=CC=CC1=2.C(=O)([O-])[O-].[Cs+].[Cs+]. Product: [NH2:8][C@H:9]1[CH2:14][CH2:13][CH2:12][CH2:11][C@H:10]1[NH:15][C:16]1[CH:17]=[C:18]([NH:25][C:26]2[CH:31]=[CH:30][CH:29]=[C:28]([CH2:32][CH3:33])[N:27]=2)[C:19]([C:22]#[N:23])=[N:20][CH:21]=1. The catalyst class is: 110. (7) Reactant: COC1C=CC(C[CH2:8][CH2:9][CH2:10][S:11]([NH:14][C:15]2[C:16]([F:35])=[C:17]([NH:22][C:23]([C:25]3[C:29]4[N:30]=[CH:31][N:32]=[C:33](Cl)[C:28]=4[NH:27][CH:26]=3)=[O:24])[C:18]([F:21])=[CH:19][CH:20]=2)(=[O:13])=[O:12])=CC=1.[NH3:38]. Product: [F:35][C:16]1[C:15]([NH:14][S:11]([CH2:10][CH2:9][CH3:8])(=[O:13])=[O:12])=[CH:20][CH:19]=[C:18]([F:21])[C:17]=1[NH:22][C:23]([C:25]1[C:29]2[N:30]=[CH:31][N:32]=[C:33]([NH2:38])[C:28]=2[NH:27][CH:26]=1)=[O:24]. The catalyst class is: 32. (8) Reactant: [S:1]1[CH:5]=[CH:4][C:3]2[CH:6]=[C:7]([CH2:10][S:11]([NH:14][C@H:15]([CH2:20][C:21]3[C:29]4[C:24](=[CH:25][CH:26]=[CH:27][CH:28]=4)[NH:23][CH:22]=3)[C:16]([NH:18][OH:19])=[O:17])(=[O:13])=[O:12])[CH:8]=[CH:9][C:2]1=2.S1C=CC2C=C(CS(N[C@H](CC3C4C(=CC=CC=4)NC=3)C(O)=O)(=O)=O)C=CC1=2.C1C=NC2N(O)N=NC=2C=1.Cl.NO.CN1CCOCC1.C(O)(=O)CC.NO. Product: [S:1]1[CH:5]=[CH:4][C:3]2[CH:6]=[C:7]([CH2:10][S:11]([NH:14][C@H:15]([CH2:20][C:21]3[C:29]4[C:24](=[CH:25][CH:26]=[CH:27][CH:28]=4)[NH:23][CH:22]=3)[C:16]([NH:18][OH:19])=[O:17])(=[O:13])=[O:12])[CH:8]=[CH:9][C:2]1=2. The catalyst class is: 607.